Dataset: Forward reaction prediction with 1.9M reactions from USPTO patents (1976-2016). Task: Predict the product of the given reaction. The product is: [K+:2].[OH:3][C:4]1[CH:5]=[C:6]([CH:10]=[C:11]([O:13][C@@H:14]([CH3:18])[CH2:15][O:16][CH3:17])[CH:12]=1)[C:7]([O-:9])=[O:8]. Given the reactants [OH-].[K+:2].[OH:3][C:4]1[CH:5]=[C:6]([CH:10]=[C:11]([O:13][C@@H:14]([CH3:18])[CH2:15][O:16][CH3:17])[CH:12]=1)[C:7]([OH:9])=[O:8].O.C1(C)C=CC=CC=1, predict the reaction product.